This data is from Catalyst prediction with 721,799 reactions and 888 catalyst types from USPTO. The task is: Predict which catalyst facilitates the given reaction. (1) The catalyst class is: 1. Reactant: [Br:1][C:2]1[CH:7]=[CH:6][C:5]([C:8](=[O:13])[CH2:9][N+:10]([O-:12])=[O:11])=[CH:4][CH:3]=1.CO[CH:16](OC)[N:17]([CH3:19])[CH3:18].CC1C=CC(S(O)(=O)=O)=CC=1. Product: [Br:1][C:2]1[CH:7]=[CH:6][C:5]([C:8](=[O:13])/[C:9](/[N+:10]([O-:12])=[O:11])=[CH:16]\[N:17]([CH3:19])[CH3:18])=[CH:4][CH:3]=1. (2) Reactant: [O:1]([C:8]1[N:13]=[CH:12][C:11]([CH2:14]O)=[CH:10][CH:9]=1)[C:2]1[CH:7]=[CH:6][CH:5]=[CH:4][CH:3]=1.C(Br)(Br)(Br)[Br:17].C1C=CC(P(C2C=CC=CC=2)C2C=CC=CC=2)=CC=1. Product: [Br:17][CH2:14][C:11]1[CH:10]=[CH:9][C:8]([O:1][C:2]2[CH:7]=[CH:6][CH:5]=[CH:4][CH:3]=2)=[N:13][CH:12]=1. The catalyst class is: 2. (3) Reactant: [NH2:1][CH2:2][C@@H:3]1[CH2:8][CH2:7][CH2:6][N:5]([C:9]2[C:18]3[C:13](=[CH:14][C:15]([CH3:19])=[CH:16][CH:17]=3)[N:12]=[C:11]([C:20]3[CH:25]=[CH:24][CH:23]=[CH:22][C:21]=3[OH:26])[N:10]=2)[CH2:4]1.Cl[C:28]([O:30][C@@H:31]1[CH2:35][CH2:34][O:33][CH2:32]1)=[O:29].C(N(CC)CC)C. Product: [OH:26][C:21]1[CH:22]=[CH:23][CH:24]=[CH:25][C:20]=1[C:11]1[N:10]=[C:9]([N:5]2[CH2:6][CH2:7][CH2:8][C@@H:3]([CH2:2][NH:1][C:28](=[O:29])[O:30][C@@H:31]3[CH2:35][CH2:34][O:33][CH2:32]3)[CH2:4]2)[C:18]2[C:13](=[CH:14][C:15]([CH3:19])=[CH:16][CH:17]=2)[N:12]=1. The catalyst class is: 3. (4) Reactant: Cl[C:2]1[N:7]=[C:6]([C:8]2[CH:13]=[CH:12][C:11]([N+:14]([O-:16])=[O:15])=[CH:10][CH:9]=2)[N:5]=[C:4]([NH:17][CH2:18][CH2:19][S:20]([CH3:23])(=[O:22])=[O:21])[CH:3]=1.ClC1N=C([N:31]2[CH:36]3[CH2:37][CH2:38][CH:32]2[CH2:33][O:34][CH2:35]3)C(Cl)=C([N:31]2[CH:36]3[CH2:37][CH2:38][CH:32]2[CH2:33][O:34][CH2:35]3)N=1.Cl.C12NC(CC1)COC2.C(=O)([O-])[O-].[K+].[K+].CCN(C(C)C)C(C)C. Product: [CH:32]12[N:31]([C:2]3[N:7]=[C:6]([C:8]4[CH:13]=[CH:12][C:11]([N+:14]([O-:16])=[O:15])=[CH:10][CH:9]=4)[N:5]=[C:4]([NH:17][CH2:18][CH2:19][S:20]([CH3:23])(=[O:22])=[O:21])[CH:3]=3)[CH:36]([CH2:37][CH2:38]1)[CH2:35][O:34][CH2:33]2. The catalyst class is: 346.